From a dataset of Full USPTO retrosynthesis dataset with 1.9M reactions from patents (1976-2016). Predict the reactants needed to synthesize the given product. (1) Given the product [S:31]1[CH:32]=[CH:33][CH:34]=[C:30]1[CH2:29][NH:28][C:17]([C@@H:13]1[CH2:14][CH2:15][CH2:16][N:11]([C:6]2[CH:7]=[CH:8][CH:9]=[C:10]3[C:5]=2[C:4](=[O:20])[N:3]([CH2:21][C:22]2[CH:27]=[CH:26][N:25]=[CH:24][CH:23]=2)[C:2]3=[O:1])[CH2:12]1)=[O:18], predict the reactants needed to synthesize it. The reactants are: [O:1]=[C:2]1[C:10]2[C:5](=[C:6]([N:11]3[CH2:16][CH2:15][CH2:14][C@@H:13]([C:17](O)=[O:18])[CH2:12]3)[CH:7]=[CH:8][CH:9]=2)[C:4](=[O:20])[N:3]1[CH2:21][C:22]1[CH:27]=[CH:26][N:25]=[CH:24][CH:23]=1.[NH2:28][CH2:29][C:30]1[S:31][CH:32]=[CH:33][CH:34]=1.F[P-](F)(F)(F)(F)F.N1(O[P+](N(C)C)(N(C)C)N(C)C)C2C=CC=CC=2N=N1. (2) Given the product [Cl:10][C:11]1[CH:16]=[CH:15][C:14]([C:5]2[CH:6]=[C:7]([CH3:8])[C:2]([NH2:1])=[N:3][CH:4]=2)=[CH:13][CH:12]=1, predict the reactants needed to synthesize it. The reactants are: [NH2:1][C:2]1[C:7]([CH3:8])=[CH:6][C:5](Br)=[CH:4][N:3]=1.[Cl:10][C:11]1[CH:16]=[CH:15][C:14](B(O)O)=[CH:13][CH:12]=1. (3) Given the product [CH2:1]([O:5][C:6]1[CH:11]=[CH:10][C:9]([C:30]2[CH2:31][CH2:32][CH:27]([C:21]3[CH:22]=[CH:23][CH:24]=[C:25]([F:26])[C:20]=3[F:19])[CH2:28][CH:29]=2)=[C:8]([F:12])[C:7]=1[F:13])[CH2:2][CH2:3][CH3:4], predict the reactants needed to synthesize it. The reactants are: [CH2:1]([O:5][C:6]1[C:7]([F:13])=[C:8]([F:12])[CH:9]=[CH:10][CH:11]=1)[CH2:2][CH2:3][CH3:4].C([Li])(CC)C.[F:19][C:20]1[C:25]([F:26])=[CH:24][CH:23]=[CH:22][C:21]=1[CH:27]1[CH2:32][CH2:31][C:30](=O)[CH2:29][CH2:28]1.[Cl-].[NH4+]. (4) Given the product [NH2:1][CH2:4][CH:5]1[CH2:10][CH2:9][N:8]([C:11]2[CH:16]=[CH:15][CH:14]=[CH:13][CH:12]=2)[C:7](=[O:17])[CH2:6]1, predict the reactants needed to synthesize it. The reactants are: [N:1]([CH2:4][CH:5]1[CH2:10][CH2:9][N:8]([C:11]2[CH:16]=[CH:15][CH:14]=[CH:13][CH:12]=2)[C:7](=[O:17])[CH2:6]1)=[N+]=[N-].C1(P(C2C=CC=CC=2)C2C=CC=CC=2)C=CC=CC=1.O. (5) Given the product [Cl:27][C:28]1[CH:29]=[CH:30][C:31]([O:40][CH2:41][CH:42]([CH3:44])[CH3:43])=[C:32]([C:34]([F:38])([F:39])[C:35]2[S:37][CH:11]=[C:12]([C:14]([O:16][CH2:17][CH3:18])=[O:15])[N:36]=2)[CH:33]=1, predict the reactants needed to synthesize it. The reactants are: ClC1C=CC(OCC2C=CC=CC=2)=C(CC2S[CH:11]=[C:12]([C:14]([O:16][CH2:17][CH3:18])=[O:15])N=2)C=1.[Cl:27][C:28]1[CH:29]=[CH:30][C:31]([O:40][CH2:41][CH:42]([CH3:44])[CH3:43])=[C:32]([C:34]([F:39])([F:38])[C:35](=[S:37])[NH2:36])[CH:33]=1. (6) Given the product [CH2:13]([O:9][C:5]1[CH:6]=[C:7]([F:8])[C:2]([Br:1])=[CH:3][C:4]=1[F:10])[C:14]1[CH:19]=[CH:18][CH:17]=[CH:16][CH:15]=1, predict the reactants needed to synthesize it. The reactants are: [Br:1][C:2]1[C:7]([F:8])=[CH:6][C:5]([OH:9])=[C:4]([F:10])[CH:3]=1.[H-].[Na+].[CH2:13](Br)[C:14]1[CH:19]=[CH:18][CH:17]=[CH:16][CH:15]=1.O. (7) Given the product [C:11]([C:15]1[CH:20]=[N:19][CH:18]=[C:17]([CH:16]=1)[CH:21]=[O:22])([CH3:14])([CH3:12])[CH3:13], predict the reactants needed to synthesize it. The reactants are: C(Cl)(=O)C(Cl)=O.CS(C)=O.[C:11]([C:15]1[CH:16]=[C:17]([CH2:21][OH:22])[CH:18]=[N:19][CH:20]=1)([CH3:14])([CH3:13])[CH3:12].C(N(CC)CC)C.